This data is from Full USPTO retrosynthesis dataset with 1.9M reactions from patents (1976-2016). The task is: Predict the reactants needed to synthesize the given product. (1) Given the product [CH3:10][C@@H:7]1[N:6]2[CH:11]=[C:12]([C:17]([OH:19])=[O:18])[C:13]([C:14]3=[CH:15][C:2]([F:1])=[C:3]([N:29]4[CH2:30][CH2:31][N:26]([CH3:25])[CH2:27][CH2:28]4)[C:4](=[C:5]23)[O:9][CH2:8]1)=[O:16].[CH3:10][C@@H:7]1[N:6]2[CH:11]=[C:12]([C:17]([OH:19])=[O:18])[C:13]([C:14]3=[CH:15][C:2]([F:1])=[C:3]([N:29]4[CH2:30][CH2:31][N:26]([CH3:25])[CH2:27][CH2:28]4)[C:4](=[C:5]23)[O:9][CH2:8]1)=[O:16].[OH2:23], predict the reactants needed to synthesize it. The reactants are: [F:1][C:2]1[C:3](F)=[C:4]2[O:9][CH2:8][C@H:7]([CH3:10])[N:6]3[CH:11]=[C:12]([C:17]([OH:19])=[O:18])[C:13](=[O:16])[C:14]([CH:15]=1)=[C:5]23.CS(C)=[O:23].[CH3:25][N:26]1[CH2:31][CH2:30][NH:29][CH2:28][CH2:27]1.C(O)(C)C. (2) Given the product [I:1][C:2]1[S:3][C:4]([C:13]([OH:15])=[O:14])=[C:5]([C:7]2[CH:12]=[CH:11][CH:10]=[CH:9][CH:8]=2)[N:6]=1, predict the reactants needed to synthesize it. The reactants are: [I:1][C:2]1[S:3][C:4]([C:13]([O:15]CC)=[O:14])=[C:5]([C:7]2[CH:12]=[CH:11][CH:10]=[CH:9][CH:8]=2)[N:6]=1.[OH-].[Na+].Cl.